This data is from Reaction yield outcomes from USPTO patents with 853,638 reactions. The task is: Predict the reaction yield, written as a fraction of the theoretical maximum amount of product (1.0 means a 100% yield; for example, 0.34 means a 34% yield). (1) The reactants are [CH3:1][O:2][C@H:3]1[CH2:8][CH2:7][C@H:6]([CH2:9][N:10]2[C:15](=[O:16])[CH2:14][NH:13][C:12]3[N:17]=[CH:18][C:19]([C:21]4[C:22]([CH3:29])=[CH:23][C:24]([C:27]#[N:28])=[N:25][CH:26]=4)=[N:20][C:11]2=3)[CH2:5][CH2:4]1.FC(F)(F)C(O)=[O:33].S(=O)(=O)(O)O.C(=O)([O-])[O-].[Na+].[Na+]. No catalyst specified. The product is [CH3:1][O:2][C@H:3]1[CH2:8][CH2:7][C@H:6]([CH2:9][N:10]2[C:15](=[O:16])[CH2:14][NH:13][C:12]3[N:17]=[CH:18][C:19]([C:21]4[C:22]([CH3:29])=[CH:23][C:24]([C:27]([NH2:28])=[O:33])=[N:25][CH:26]=4)=[N:20][C:11]2=3)[CH2:5][CH2:4]1. The yield is 0.670. (2) The reactants are CC(C)([S@]([NH:6][C@H:7]([C:20]1[CH:25]=[CH:24][CH:23]=[CH:22][CH:21]=1)[C:8]1[CH:13]=[CH:12][C:11]([P:14]([CH3:19])(=[O:18])[O:15][CH2:16][CH3:17])=[CH:10][CH:9]=1)=O)C.[ClH:27].O1CCOCC1. No catalyst specified. The product is [ClH:27].[NH2:6][C@H:7]([C:20]1[CH:21]=[CH:22][CH:23]=[CH:24][CH:25]=1)[C:8]1[CH:9]=[CH:10][C:11]([P:14]([CH3:19])(=[O:18])[O:15][CH2:16][CH3:17])=[CH:12][CH:13]=1. The yield is 0.910. (3) The reactants are [C:1]([O:5][C:6](=[O:20])[N:7]([CH3:19])[C@H:8]1[C@H:12]([C:13]2[CH:18]=[CH:17][CH:16]=[CH:15][CH:14]=2)[CH2:11][NH:10][CH2:9]1)([CH3:4])([CH3:3])[CH3:2].C(N(C(C)C)C(C)C)C.[CH3:30][S:31]([N:34]1[CH2:39][CH2:38][N:37]([C:40](Cl)=[O:41])[CH2:36][CH2:35]1)(=[O:33])=[O:32]. The catalyst is C(Cl)Cl. The product is [C:1]([O:5][C:6](=[O:20])[N:7]([C@H:8]1[C@H:12]([C:13]2[CH:14]=[CH:15][CH:16]=[CH:17][CH:18]=2)[CH2:11][N:10]([C:40]([N:37]2[CH2:36][CH2:35][N:34]([S:31]([CH3:30])(=[O:33])=[O:32])[CH2:39][CH2:38]2)=[O:41])[CH2:9]1)[CH3:19])([CH3:4])([CH3:3])[CH3:2]. The yield is 0.660. (4) The reactants are [OH:1][C:2]1[CH:22]=[CH:21][C:5]2[C:6](=[O:20])/[C:7](=[CH:9]/[C:10]3[C:18]4[C:13](=[CH:14][CH:15]=[C:16]([CH3:19])[CH:17]=4)[NH:12][CH:11]=3)/[O:8][C:4]=2[C:3]=1[CH2:23][N:24]1[CH2:29][CH2:28][N:27](C(OC(C)(C)C)=O)[CH2:26][CH2:25]1.[ClH:37]. The catalyst is C(Cl)Cl.O1CCOCC1. The product is [ClH:37].[ClH:37].[OH:1][C:2]1[CH:22]=[CH:21][C:5]2[C:6](=[O:20])/[C:7](=[CH:9]/[C:10]3[C:18]4[C:13](=[CH:14][CH:15]=[C:16]([CH3:19])[CH:17]=4)[NH:12][CH:11]=3)/[O:8][C:4]=2[C:3]=1[CH2:23][N:24]1[CH2:29][CH2:28][NH:27][CH2:26][CH2:25]1. The yield is 0.640. (5) The reactants are [CH3:1][O:2][CH2:3][C:4]1[C:8]([N+:9]([O-])=O)=[CH:7][N:6]([CH3:12])[N:5]=1.CCOC(C)=O. The catalyst is CO.[Pd]. The product is [CH3:1][O:2][CH2:3][C:4]1[C:8]([NH2:9])=[CH:7][N:6]([CH3:12])[N:5]=1. The yield is 0.700. (6) The reactants are [Cl:1][C:2]1[CH:32]=[CH:31][C:5]([CH2:6][N:7]2[C:15]3[C:10](=[CH:11][C:12]([O:16]C)=[CH:13][CH:14]=3)[C:9]([C:18](=[O:29])[C:19]([NH:21][C:22]3[CH:27]=[CH:26][CH:25]=[C:24]([Cl:28])[CH:23]=3)=[O:20])=[C:8]2[CH3:30])=[CH:4][CH:3]=1.B(Br)(Br)Br. The catalyst is ClCCl. The product is [Cl:1][C:2]1[CH:32]=[CH:31][C:5]([CH2:6][N:7]2[C:15]3[C:10](=[CH:11][C:12]([OH:16])=[CH:13][CH:14]=3)[C:9]([C:18](=[O:29])[C:19]([NH:21][C:22]3[CH:27]=[CH:26][CH:25]=[C:24]([Cl:28])[CH:23]=3)=[O:20])=[C:8]2[CH3:30])=[CH:4][CH:3]=1. The yield is 0.250. (7) The reactants are [CH2:1]([N:3]([CH:22]([CH3:24])[CH3:23])[C:4]([CH:6]1[CH2:11][CH2:10][CH2:9][N:8]([C:12](OCC2C=CC=CC=2)=O)[CH2:7]1)=[O:5])[CH3:2].O=C1[CH2:31][CH2:30][N:29]([C:32]([O:34][C:35]([CH3:38])([CH3:37])[CH3:36])=[O:33])[CH2:28][CH2:27]1.C(O[BH-](OC(=O)C)OC(=O)C)(=O)C.[Na+]. The catalyst is C1COCC1.[C].[Pd]. The product is [CH2:1]([N:3]([CH:22]([CH3:23])[CH3:24])[C:4]([CH:6]1[CH2:11][CH2:10][CH2:9][N:8]([CH:12]2[CH2:31][CH2:30][N:29]([C:32]([O:34][C:35]([CH3:37])([CH3:36])[CH3:38])=[O:33])[CH2:28][CH2:27]2)[CH2:7]1)=[O:5])[CH3:2]. The yield is 0.392.